From a dataset of Reaction yield outcomes from USPTO patents with 853,638 reactions. Predict the reaction yield, written as a fraction of the theoretical maximum amount of product (1.0 means a 100% yield; for example, 0.34 means a 34% yield). (1) The reactants are [CH2:1]([O:3][C:4]1[CH:5]=[C:6]([CH:10]=[CH:11][C:12]=1[O:13][CH2:14][CH3:15])[C:7]([OH:9])=O)[CH3:2].O[NH:17][C:18]([C:20]1[CH:21]=[CH:22][C:23]2[O:27][C:26]([CH2:28][OH:29])=[CH:25][C:24]=2[CH:30]=1)=[NH:19].[CH2:31](N=C=NCCCN(C)C)C.[F-].C([N+](CCCC)(CCCC)CCCC)CCC. The catalyst is CS(C)=O.O1CCCC1. The product is [CH2:1]([O:3][C:4]1[CH:5]=[C:6]([C:7]2[O:9][N:19]=[C:18]([C:20]3[CH:21]=[CH:22][C:23]4[O:27][C:26]([CH:28]([OH:29])[CH3:31])=[CH:25][C:24]=4[CH:30]=3)[N:17]=2)[CH:10]=[CH:11][C:12]=1[O:13][CH2:14][CH3:15])[CH3:2]. The yield is 0.340. (2) The product is [CH2:7]([N:10]1[CH2:15][CH:14]2[CH:12]([C:13]2([C:19]2[CH:20]=[C:21]([CH:22]=[CH:23][CH:24]=2)[NH2:25])[CH2:17][CH3:18])[CH2:11]1)[CH:8]=[CH2:9]. The yield is 0.960. The reactants are [H-].[Al+3].[Li+].[H-].[H-].[H-].[CH2:7]([N:10]1[C:15](=O)[CH:14]2[CH:12]([C:13]2([C:19]2[CH:24]=[CH:23][CH:22]=[C:21]([NH2:25])[CH:20]=2)[CH2:17][CH3:18])[C:11]1=O)[CH:8]=[CH2:9].O. The catalyst is O1CCCC1. (3) The reactants are C1C=CC(C2C=CC=CC=2)=CC=1.C1C=CC(OC2C=CC=CC=2)=CC=1.[Br:26][C:27]1[CH:32]=[CH:31][C:30]([NH:33][CH:34]=[C:35]([S:41]([CH3:44])(=[O:43])=[O:42])[C:36]([O:38]CC)=O)=[CH:29][CH:28]=1. No catalyst specified. The product is [Br:26][C:27]1[CH:28]=[C:29]2[C:30](=[CH:31][CH:32]=1)[N:33]=[CH:34][C:35]([S:41]([CH3:44])(=[O:42])=[O:43])=[C:36]2[OH:38]. The yield is 0.610. (4) The reactants are CO[C:3]([C:5]1[S:6][CH:7]=[CH:8][C:9]=1[NH2:10])=[O:4].[NH2:11][C:12](N)=[O:13]. The catalyst is O. The product is [NH:10]1[C:9]2[CH:8]=[CH:7][S:6][C:5]=2[C:3](=[O:4])[NH:11][C:12]1=[O:13]. The yield is 0.940. (5) The reactants are [Cl:1][C:2]1[CH:3]=[C:4]([C:9]2[C:13]([CH2:14][CH2:15][C:16]([OH:18])=[O:17])=[CH:12][O:11][N:10]=2)[CH:5]=[CH:6][C:7]=1[Cl:8].S(=O)(=O)(O)O.[CH3:24]O. No catalyst specified. The product is [Cl:1][C:2]1[CH:3]=[C:4]([C:9]2[C:13]([CH2:14][CH2:15][C:16]([O:18][CH3:24])=[O:17])=[CH:12][O:11][N:10]=2)[CH:5]=[CH:6][C:7]=1[Cl:8]. The yield is 0.990. (6) The reactants are [NH:1]1[CH:5]=[CH:4][NH:3][C:2]1=[O:6].[H-].[Na+].[C:9](O[C:9]([O:11][C:12]([CH3:15])([CH3:14])[CH3:13])=[O:10])([O:11][C:12]([CH3:15])([CH3:14])[CH3:13])=[O:10]. The catalyst is CN(C=O)C. The product is [O:6]=[C:2]1[NH:3][CH:4]=[CH:5][N:1]1[C:9]([O:11][C:12]([CH3:15])([CH3:14])[CH3:13])=[O:10]. The yield is 0.230. (7) The reactants are [In].[Cl-].[Li+].Br[C:5](=[CH2:23])[CH2:6][C:7]([CH2:18][CH:19]=[CH:20][CH2:21]Br)([C:13]([O:15][CH2:16][CH3:17])=[O:14])[C:8]([O:10][CH2:11][CH3:12])=[O:9]. The catalyst is CN(C=O)C.C1C=CC([P]([Pd]([P](C2C=CC=CC=2)(C2C=CC=CC=2)C2C=CC=CC=2)([P](C2C=CC=CC=2)(C2C=CC=CC=2)C2C=CC=CC=2)[P](C2C=CC=CC=2)(C2C=CC=CC=2)C2C=CC=CC=2)(C2C=CC=CC=2)C2C=CC=CC=2)=CC=1. The product is [CH2:23]=[C:5]1[CH:19]([CH:20]=[CH2:21])[CH2:18][C:7]([C:13]([O:15][CH2:16][CH3:17])=[O:14])([C:8]([O:10][CH2:11][CH3:12])=[O:9])[CH2:6]1. The yield is 0.820.